Dataset: Full USPTO retrosynthesis dataset with 1.9M reactions from patents (1976-2016). Task: Predict the reactants needed to synthesize the given product. (1) Given the product [CH:45]1([O:44][C:39]([O:40][CH:41]([O:13][C:11](=[O:12])[C@H:10]([CH2:14][OH:15])[CH2:9][C@H:8]([NH:16][C:17]([C:56]2[NH:52][N:53]=[N:54][CH:55]=2)=[O:19])[CH2:7][C:4]2[CH:3]=[CH:2][C:1]([C:24]3[CH:29]=[CH:28][CH:27]=[CH:26][CH:25]=3)=[CH:6][CH:5]=2)[CH3:42])=[O:51])[CH2:50][CH2:49][CH2:48][CH2:47][CH2:46]1, predict the reactants needed to synthesize it. The reactants are: [C:1]1([C:24]2[CH:29]=[CH:28][CH:27]=[CH:26][CH:25]=2)[CH:6]=[CH:5][C:4]([CH2:7][C@@H:8]([NH:16][C:17]([O:19]C(C)(C)C)=O)[CH2:9][C@@H:10]([CH2:14][OH:15])[C:11]([OH:13])=[O:12])=[CH:3][CH:2]=1.CCN(C(C)C)C(C)C.[C:39](=[O:51])([O:44][CH:45]1[CH2:50][CH2:49][CH2:48][CH2:47][CH2:46]1)[O:40][CH:41](Cl)[CH3:42].[NH:52]1[CH:56]=[C:55](C(O)=O)[N:54]=[N:53]1.CN(C(ON1N=NC2C=CC=NC1=2)=[N+](C)C)C.F[P-](F)(F)(F)(F)F. (2) Given the product [NH2:1][C:2]1[C:11]([F:12])=[C:10]([NH:30][CH2:29][CH2:28][C:27]([O:26][CH2:24][CH3:25])=[O:31])[C:9]([O:14][CH3:15])=[C:8]2[C:3]=1[C:4](=[O:22])[C:5]([C:19]([OH:21])=[O:20])=[CH:6][N:7]2[CH:16]1[CH2:18][CH2:17]1, predict the reactants needed to synthesize it. The reactants are: [NH2:1][C:2]1[C:11]([F:12])=[C:10](F)[C:9]([O:14][CH3:15])=[C:8]2[C:3]=1[C:4](=[O:22])[C:5]([C:19]([OH:21])=[O:20])=[CH:6][N:7]2[CH:16]1[CH2:18][CH2:17]1.Cl.[CH2:24]([O:26][C:27](=[O:31])[CH2:28][CH2:29][NH2:30])[CH3:25].C(N(CC)CC)C.Cl.